Dataset: NCI-60 drug combinations with 297,098 pairs across 59 cell lines. Task: Regression. Given two drug SMILES strings and cell line genomic features, predict the synergy score measuring deviation from expected non-interaction effect. (1) Drug 1: CCCS(=O)(=O)NC1=C(C(=C(C=C1)F)C(=O)C2=CNC3=C2C=C(C=N3)C4=CC=C(C=C4)Cl)F. Drug 2: CCCCC(=O)OCC(=O)C1(CC(C2=C(C1)C(=C3C(=C2O)C(=O)C4=C(C3=O)C=CC=C4OC)O)OC5CC(C(C(O5)C)O)NC(=O)C(F)(F)F)O. Cell line: SF-268. Synergy scores: CSS=0.535, Synergy_ZIP=1.23, Synergy_Bliss=-2.28, Synergy_Loewe=-3.05, Synergy_HSA=-5.22. (2) Drug 1: CC(CN1CC(=O)NC(=O)C1)N2CC(=O)NC(=O)C2. Drug 2: CC1C(C(CC(O1)OC2CC(CC3=C2C(=C4C(=C3O)C(=O)C5=CC=CC=C5C4=O)O)(C(=O)C)O)N)O. Cell line: MDA-MB-435. Synergy scores: CSS=61.9, Synergy_ZIP=-2.45, Synergy_Bliss=2.91, Synergy_Loewe=-28.2, Synergy_HSA=3.92. (3) Drug 1: C1C(C(OC1N2C=C(C(=O)NC2=O)F)CO)O. Drug 2: CC1=C(C=C(C=C1)C(=O)NC2=CC(=CC(=C2)C(F)(F)F)N3C=C(N=C3)C)NC4=NC=CC(=N4)C5=CN=CC=C5. Cell line: EKVX. Synergy scores: CSS=7.16, Synergy_ZIP=-0.983, Synergy_Bliss=1.70, Synergy_Loewe=1.12, Synergy_HSA=1.88. (4) Drug 1: CC(C1=C(C=CC(=C1Cl)F)Cl)OC2=C(N=CC(=C2)C3=CN(N=C3)C4CCNCC4)N. Drug 2: C1=CC(=CC=C1CCC2=CNC3=C2C(=O)NC(=N3)N)C(=O)NC(CCC(=O)O)C(=O)O. Cell line: OVCAR-4. Synergy scores: CSS=14.5, Synergy_ZIP=-11.6, Synergy_Bliss=-15.9, Synergy_Loewe=-31.6, Synergy_HSA=-16.4. (5) Drug 1: CC(CN1CC(=O)NC(=O)C1)N2CC(=O)NC(=O)C2. Drug 2: CC1=CC=C(C=C1)C2=CC(=NN2C3=CC=C(C=C3)S(=O)(=O)N)C(F)(F)F. Cell line: SNB-19. Synergy scores: CSS=7.11, Synergy_ZIP=-3.98, Synergy_Bliss=-5.22, Synergy_Loewe=-4.86, Synergy_HSA=-4.69.